Dataset: Full USPTO retrosynthesis dataset with 1.9M reactions from patents (1976-2016). Task: Predict the reactants needed to synthesize the given product. Given the product [Cl:1][C:2]1[CH:3]=[C:4]([CH:37]=[CH:38][C:39]=1[F:40])[CH2:5][N:6]1[CH2:15][CH2:14][C:13]2[C:8](=[C:9]([O:34][CH3:35])[C:10](=[O:33])[N:11]3[CH2:21][CH2:20][CH2:19][CH2:18][N:17]([CH2:22][CH2:23][OH:24])[C:16](=[O:32])[C:12]3=2)[C:7]1=[O:36], predict the reactants needed to synthesize it. The reactants are: [Cl:1][C:2]1[CH:3]=[C:4]([CH:37]=[CH:38][C:39]=1[F:40])[CH2:5][N:6]1[CH2:15][CH2:14][C:13]2[C:8](=[C:9]([O:34][CH3:35])[C:10](=[O:33])[N:11]3[CH2:21][CH2:20][CH2:19][CH2:18][N:17]([CH2:22][CH2:23][O:24]CC4C=CC=CC=4)[C:16](=[O:32])[C:12]3=2)[C:7]1=[O:36].[H][H].